Task: Regression. Given a peptide amino acid sequence and an MHC pseudo amino acid sequence, predict their binding affinity value. This is MHC class I binding data.. Dataset: Peptide-MHC class I binding affinity with 185,985 pairs from IEDB/IMGT The peptide sequence is EEIPDFAFY. The MHC is HLA-B44:03 with pseudo-sequence HLA-B44:03. The binding affinity (normalized) is 1.00.